Dataset: Forward reaction prediction with 1.9M reactions from USPTO patents (1976-2016). Task: Predict the product of the given reaction. The product is: [Cl:1][C:2]1[C:3]([O:11][CH3:12])=[CH:4][C:5]2[O:10][C:22]([C:23](=[O:25])[CH3:24])=[CH:7][C:6]=2[CH:9]=1. Given the reactants [Cl:1][C:2]1[C:3]([O:11][CH3:12])=[CH:4][C:5]([OH:10])=[C:6]([CH:9]=1)[CH:7]=O.C(=O)([O-])[O-].[Cs+].[Cs+].N#N.Cl[CH2:22][C:23](=[O:25])[CH3:24], predict the reaction product.